This data is from Full USPTO retrosynthesis dataset with 1.9M reactions from patents (1976-2016). The task is: Predict the reactants needed to synthesize the given product. Given the product [N:3]1[C:4]2[CH2:6][CH2:7][NH:8][CH2:9][C:5]=2[NH:1][CH:2]=1, predict the reactants needed to synthesize it. The reactants are: [NH:1]1[CH:5]=[C:4]([CH2:6][CH2:7][NH2:8])[N:3]=[CH:2]1.[CH2:9]=O.